This data is from Acute oral toxicity (LD50) regression data from Zhu et al.. The task is: Regression/Classification. Given a drug SMILES string, predict its toxicity properties. Task type varies by dataset: regression for continuous values (e.g., LD50, hERG inhibition percentage) or binary classification for toxic/non-toxic outcomes (e.g., AMES mutagenicity, cardiotoxicity, hepatotoxicity). Dataset: ld50_zhu. (1) The drug is CC(=O)c1c2c(c(C)[nH]c1=O)CC(c1ccncc1)CC2. The rat oral LD50 is 3.28, given as -log10 of the dose in mol/kg body weight (higher means more acutely toxic). (2) The compound is O=C(Nc1cc(Cl)cc(Cl)c1O)c1c(O)c(Cl)cc(Cl)c1Cl. The rat oral LD50 is 2.60, given as -log10 of the dose in mol/kg body weight (higher means more acutely toxic). (3) The molecule is Cc1cccc(N)c1. The rat oral LD50 is 2.38, given as -log10 of the dose in mol/kg body weight (higher means more acutely toxic).